From a dataset of Peptide-MHC class I binding affinity with 185,985 pairs from IEDB/IMGT. Regression. Given a peptide amino acid sequence and an MHC pseudo amino acid sequence, predict their binding affinity value. This is MHC class I binding data. (1) The peptide sequence is KIMDYGKYK. The MHC is HLA-A26:03 with pseudo-sequence HLA-A26:03. The binding affinity (normalized) is 0.0847. (2) The peptide sequence is KSLDNYQEW. The MHC is HLA-A68:02 with pseudo-sequence HLA-A68:02. The binding affinity (normalized) is 0.0847. (3) The peptide sequence is TPLALMDLL. The MHC is HLA-B15:01 with pseudo-sequence HLA-B15:01. The binding affinity (normalized) is 0.213.